Dataset: Full USPTO retrosynthesis dataset with 1.9M reactions from patents (1976-2016). Task: Predict the reactants needed to synthesize the given product. (1) The reactants are: [CH3:1][C:2]1[CH:10]=[CH:9][CH:8]=[C:7]2[C:3]=1[CH:4]=[CH:5][N:6]2[C@@H:11]1[O:28][C@H:27]([CH2:29][O:30]C(=O)C)[C@@H:22]([O:23]C(=O)C)[C@H:17]([O:18]C(=O)C)[C@H:12]1[O:13]C(=O)C.[I:34][C:35]1[CH:43]=[CH:42][C:38]([C:39](Cl)=O)=[CH:37][CH:36]=1. Given the product [I:34][C:35]1[CH:43]=[CH:42][C:38]([CH2:39][C:4]2[C:3]3[C:7](=[CH:8][CH:9]=[CH:10][C:2]=3[CH3:1])[N:6]([C@@H:11]3[O:28][C@H:27]([CH2:29][OH:30])[C@@H:22]([OH:23])[C@H:17]([OH:18])[C@H:12]3[OH:13])[CH:5]=2)=[CH:37][CH:36]=1, predict the reactants needed to synthesize it. (2) Given the product [C:1]([C:3]1[C:11]2[C:6](=[CH:7][N:8]=[C:9]([CH3:12])[CH:10]=2)[N:5]([CH2:13][C:14]([OH:16])=[O:15])[N:4]=1)(=[O:22])[NH2:2], predict the reactants needed to synthesize it. The reactants are: [C:1]([C:3]1[C:11]2[C:6](=[CH:7][N:8]=[C:9]([CH3:12])[CH:10]=2)[N:5]([CH2:13][C:14]([O:16]C(C)(C)C)=[O:15])[N:4]=1)#[N:2].C(O)(C(F)(F)F)=[O:22]. (3) Given the product [N:1]1([C:2]2[CH:7]=[CH:6][C:5]([OH:8])=[CH:4][CH:3]=2)[CH:23]=[N:21][N:20]=[N:19]1, predict the reactants needed to synthesize it. The reactants are: [NH2:1][C:2]1[CH:7]=[CH:6][C:5]([OH:8])=[CH:4][CH:3]=1.C(OCC)(OCC)OCC.[N-:19]=[N+:20]=[N-:21].[Na+].[C:23](O)(=O)C.Cl.N([O-])=O.[Na+]. (4) Given the product [CH3:18][O:17][N:16]([CH3:15])[C:7](=[O:8])[C:6]1[CH:10]=[CH:11][C:3]([C:2]([F:13])([F:12])[F:1])=[CH:4][CH:5]=1, predict the reactants needed to synthesize it. The reactants are: [F:1][C:2]([F:13])([F:12])[C:3]1[CH:11]=[CH:10][C:6]([C:7](Cl)=[O:8])=[CH:5][CH:4]=1.Cl.[CH3:15][NH:16][O:17][CH3:18].N1C=CC=CC=1. (5) Given the product [C:36]([C@@H:35]([C@H:34]([C:6]([OH:12])=[O:7])[OH:33])[OH:62])([OH:38])=[O:37].[OH:37][CH2:36][C:35]([CH3:40])([CH3:39])[C:34]([N:30]1[CH2:29][CH2:28][N:27]([C:24]2[N:23]=[CH:22][C:21]([C:17]3[CH:16]=[C:15]([CH:20]=[CH:19][CH:18]=3)[CH2:14][N:2]([CH3:1])[C:3](=[O:13])[CH2:4][NH2:5])=[CH:26][N:25]=2)[CH2:32][CH2:31]1)=[O:33], predict the reactants needed to synthesize it. The reactants are: [CH3:1][N:2]([CH2:14][C:15]1[CH:20]=[CH:19][CH:18]=[C:17]([C:21]2[CH:22]=[N:23][C:24]([N:27]3[CH2:32][CH2:31][NH:30][CH2:29][CH2:28]3)=[N:25][CH:26]=2)[CH:16]=1)[C:3](=[O:13])[CH2:4][NH:5][C:6](=[O:12])[O:7]C(C)(C)C.[OH:33][CH2:34][C:35]([CH3:40])([CH3:39])[C:36]([OH:38])=[O:37].CCN=C=NCCCN(C)C.Cl.C1C=CC2N([OH:62])N=NC=2C=1. (6) Given the product [NH:7]=[C:2]([NH:35][NH:34][C:32]([C:24]1[C:23]([NH:22][C:19]2[CH:20]=[CH:21][C:16]([Br:15])=[CH:17][C:18]=2[F:36])=[C:28]([F:29])[C:27](=[O:30])[N:26]([CH3:31])[CH:25]=1)=[O:33])[CH3:3], predict the reactants needed to synthesize it. The reactants are: Cl.[C:2](=[NH:7])(OCC)[CH3:3].CCN(CC)CC.[Br:15][C:16]1[CH:21]=[CH:20][C:19]([NH:22][C:23]2[C:24]([C:32]([NH:34][NH2:35])=[O:33])=[CH:25][N:26]([CH3:31])[C:27](=[O:30])[C:28]=2[F:29])=[C:18]([F:36])[CH:17]=1.Cl.